Dataset: Peptide-MHC class I binding affinity with 185,985 pairs from IEDB/IMGT. Task: Regression. Given a peptide amino acid sequence and an MHC pseudo amino acid sequence, predict their binding affinity value. This is MHC class I binding data. (1) The peptide sequence is HLAGFIHAC. The MHC is HLA-A02:06 with pseudo-sequence HLA-A02:06. The binding affinity (normalized) is 0.213. (2) The MHC is HLA-A02:12 with pseudo-sequence HLA-A02:12. The binding affinity (normalized) is 0.0847. The peptide sequence is FGAAVSLLF. (3) The peptide sequence is IVDCLTEMYY. The MHC is HLA-B51:01 with pseudo-sequence HLA-B51:01. The binding affinity (normalized) is 0.0847. (4) The peptide sequence is SLIVKCMPY. The MHC is HLA-B48:01 with pseudo-sequence HLA-B48:01. The binding affinity (normalized) is 0.0847.